This data is from NCI-60 drug combinations with 297,098 pairs across 59 cell lines. The task is: Regression. Given two drug SMILES strings and cell line genomic features, predict the synergy score measuring deviation from expected non-interaction effect. (1) Drug 1: CCC1=CC2CC(C3=C(CN(C2)C1)C4=CC=CC=C4N3)(C5=C(C=C6C(=C5)C78CCN9C7C(C=CC9)(C(C(C8N6C)(C(=O)OC)O)OC(=O)C)CC)OC)C(=O)OC.C(C(C(=O)O)O)(C(=O)O)O. Drug 2: N.N.Cl[Pt+2]Cl. Cell line: RPMI-8226. Synergy scores: CSS=21.1, Synergy_ZIP=4.22, Synergy_Bliss=-1.56, Synergy_Loewe=-49.8, Synergy_HSA=-7.92. (2) Drug 1: CC1=C2C(C(=O)C3(C(CC4C(C3C(C(C2(C)C)(CC1OC(=O)C(C(C5=CC=CC=C5)NC(=O)OC(C)(C)C)O)O)OC(=O)C6=CC=CC=C6)(CO4)OC(=O)C)OC)C)OC. Drug 2: C1=CC(=CC=C1CCCC(=O)O)N(CCCl)CCCl. Cell line: HT29. Synergy scores: CSS=82.0, Synergy_ZIP=12.7, Synergy_Bliss=11.0, Synergy_Loewe=-3.09, Synergy_HSA=13.0. (3) Drug 1: C1=CC(=C2C(=C1NCCNCCO)C(=O)C3=C(C=CC(=C3C2=O)O)O)NCCNCCO. Drug 2: C1CC(C1)(C(=O)O)C(=O)O.[NH2-].[NH2-].[Pt+2]. Cell line: SNB-75. Synergy scores: CSS=53.6, Synergy_ZIP=-2.64, Synergy_Bliss=-4.12, Synergy_Loewe=-19.4, Synergy_HSA=-1.53. (4) Drug 1: C1CC(C1)(C(=O)O)C(=O)O.[NH2-].[NH2-].[Pt+2]. Drug 2: CN(C(=O)NC(C=O)C(C(C(CO)O)O)O)N=O. Cell line: NCI-H322M. Synergy scores: CSS=-9.09, Synergy_ZIP=4.85, Synergy_Bliss=-0.0747, Synergy_Loewe=-3.75, Synergy_HSA=-8.66. (5) Drug 1: CC1=C(C=C(C=C1)NC2=NC=CC(=N2)N(C)C3=CC4=NN(C(=C4C=C3)C)C)S(=O)(=O)N.Cl. Drug 2: CC12CCC3C(C1CCC2OP(=O)(O)O)CCC4=C3C=CC(=C4)OC(=O)N(CCCl)CCCl.[Na+]. Cell line: SW-620. Synergy scores: CSS=-7.21, Synergy_ZIP=4.67, Synergy_Bliss=-5.84, Synergy_Loewe=-16.3, Synergy_HSA=-16.1. (6) Drug 1: CC1CC2C3CCC4=CC(=O)C=CC4(C3(C(CC2(C1(C(=O)CO)O)C)O)F)C. Drug 2: C1CC(CNC1)C2=CC=C(C=C2)N3C=C4C=CC=C(C4=N3)C(=O)N. Cell line: UACC62. Synergy scores: CSS=3.33, Synergy_ZIP=-3.59, Synergy_Bliss=-3.66, Synergy_Loewe=-4.12, Synergy_HSA=-3.06. (7) Drug 1: CC1=CC=C(C=C1)C2=CC(=NN2C3=CC=C(C=C3)S(=O)(=O)N)C(F)(F)F. Drug 2: CC1=C2C(C(=O)C3(C(CC4C(C3C(C(C2(C)C)(CC1OC(=O)C(C(C5=CC=CC=C5)NC(=O)OC(C)(C)C)O)O)OC(=O)C6=CC=CC=C6)(CO4)OC(=O)C)O)C)O. Cell line: SW-620. Synergy scores: CSS=21.3, Synergy_ZIP=11.2, Synergy_Bliss=13.1, Synergy_Loewe=9.34, Synergy_HSA=11.1.